This data is from Forward reaction prediction with 1.9M reactions from USPTO patents (1976-2016). The task is: Predict the product of the given reaction. (1) Given the reactants Br[C:2]1[CH:3]=[C:4]([CH2:16][N:17]([CH3:25])[C:18](=[O:24])[O:19][C:20]([CH3:23])([CH3:22])[CH3:21])[S:5][C:6]=1[S:7]([C:10]1[CH:15]=[CH:14][CH:13]=[CH:12][CH:11]=1)(=[O:9])=[O:8].[F:26][C:27]1[C:32](B(O)O)=[CH:31][CH:30]=[CH:29][N:28]=1.C(=O)([O-])[O-].[Na+].[Na+].COCCOC, predict the reaction product. The product is: [F:26][C:27]1[C:32]([C:2]2[CH:3]=[C:4]([CH2:16][N:17]([CH3:25])[C:18](=[O:24])[O:19][C:20]([CH3:23])([CH3:22])[CH3:21])[S:5][C:6]=2[S:7]([C:10]2[CH:15]=[CH:14][CH:13]=[CH:12][CH:11]=2)(=[O:9])=[O:8])=[CH:31][CH:30]=[CH:29][N:28]=1. (2) Given the reactants [F:1][C:2]1[CH:3]=[C:4]2[C:8](=[CH:9][CH:10]=1)[NH:7][C:6](=[O:11])[CH2:5]2.S(=O)(=O)(O)O.[N+:17]([O-])(O)=O, predict the reaction product. The product is: [NH2:17][C:9]1[CH:10]=[C:2]([F:1])[CH:3]=[C:4]2[C:8]=1[NH:7][C:6](=[O:11])[CH2:5]2. (3) Given the reactants [OH-].[Na+].C[O:4][C:5](=[O:48])[CH2:6][CH2:7][C:8]1[CH:13]=[CH:12][C:11]([C:14]2[CH:19]=[CH:18][C:17]([C:20]([C:25]3[CH:30]=[CH:29][C:28]([CH2:31][CH2:32][CH:33]([O:38][Si](C(C)(C)C)(C)C)[C:34]([CH3:37])([CH3:36])[CH3:35])=[C:27]([CH3:46])[CH:26]=3)([CH2:23][CH3:24])[CH2:21][CH3:22])=[CH:16][C:15]=2[CH3:47])=[CH:10][CH:9]=1.P([O-])(O)(O)=O.[Na+].[F-].C([N+](CCCC)(CCCC)CCCC)CCC, predict the reaction product. The product is: [CH2:21]([C:20]([C:17]1[CH:18]=[CH:19][C:14]([C:11]2[CH:10]=[CH:9][C:8]([CH2:7][CH2:6][C:5]([OH:48])=[O:4])=[CH:13][CH:12]=2)=[C:15]([CH3:47])[CH:16]=1)([C:25]1[CH:30]=[CH:29][C:28]([CH2:31][CH2:32][CH:33]([OH:38])[C:34]([CH3:36])([CH3:37])[CH3:35])=[C:27]([CH3:46])[CH:26]=1)[CH2:23][CH3:24])[CH3:22].